This data is from Reaction yield outcomes from USPTO patents with 853,638 reactions. The task is: Predict the reaction yield, written as a fraction of the theoretical maximum amount of product (1.0 means a 100% yield; for example, 0.34 means a 34% yield). (1) The reactants are C[Si](C)(C)[C:3]#[C:4][CH2:5][CH2:6][CH2:7][CH2:8][C:9]1[CH:10]=[C:11]2[C:16](=[N:17][CH:18]=1)[NH:15][C:14](=[O:19])[CH2:13][CH2:12]2.[F-].C([N+](CCCC)(CCCC)CCCC)CCC.O. The catalyst is O1CCCC1. The product is [CH2:8]([C:9]1[CH:10]=[C:11]2[C:16](=[N:17][CH:18]=1)[NH:15][C:14](=[O:19])[CH2:13][CH2:12]2)[CH2:7][CH2:6][CH2:5][C:4]#[CH:3]. The yield is 0.560. (2) The reactants are [OH:1][C:2]1[C:3]2[CH:4]=[C:5](/[CH:16]=[CH:17]/[C:18]([OH:20])=O)[CH:6]=[N:7][C:8]=2[NH:9][C:10](=[O:15])[C:11]=1[CH:12]([CH3:14])[CH3:13].[CH3:21][NH:22][CH2:23][C:24]1[O:25][C:26]2[CH:33]=[CH:32][CH:31]=[CH:30][C:27]=2[C:28]=1[CH3:29].CCN=C=NCCCN(C)C.C1C=CC2N(O)N=NC=2C=1.CCN(C(C)C)C(C)C.Cl. The catalyst is CN(C=O)C.O. The product is [OH:1][C:2]1[C:3]2[CH:4]=[C:5](/[CH:16]=[CH:17]/[C:18]([N:22]([CH3:21])[CH2:23][C:24]3[O:25][C:26]4[CH:33]=[CH:32][CH:31]=[CH:30][C:27]=4[C:28]=3[CH3:29])=[O:20])[CH:6]=[N:7][C:8]=2[NH:9][C:10](=[O:15])[C:11]=1[CH:12]([CH3:13])[CH3:14]. The yield is 0.220. (3) The yield is 0.660. The reactants are N12CCCN=C1CCCCC2.Cl.[NH2:13][CH2:14][C:15]1[CH:23]=[CH:22][CH:21]=[C:20]2[C:16]=1[C:17](=[O:33])[N:18]([CH:25]1[CH2:30][CH2:29][C:28](=[O:31])[NH:27][C:26]1=[O:32])[C:19]2=[O:24].[CH3:34][O:35][CH2:36][C:37](Cl)=[O:38]. The catalyst is CC#N. The product is [O:32]=[C:26]1[CH:25]([N:18]2[C:17](=[O:33])[C:16]3[C:20](=[CH:21][CH:22]=[CH:23][C:15]=3[CH2:14][NH:13][C:37](=[O:38])[CH2:36][O:35][CH3:34])[C:19]2=[O:24])[CH2:30][CH2:29][C:28](=[O:31])[NH:27]1. (4) The reactants are [Cl:1][C:2]1[C:3]([F:31])=[C:4]([CH:8]2[C:12]([C:15]3[CH:20]=[CH:19][C:18]([Cl:21])=[CH:17][C:16]=3[F:22])([C:13]#[N:14])[CH:11]([CH2:23][C:24]([CH3:27])([CH3:26])[CH3:25])[NH:10][CH:9]2[C:28]([OH:30])=O)[CH:5]=[CH:6][CH:7]=1.C(N(CC)C(C)C)(C)C.[CH3:41][N:42]([CH2:44][C:45]1[CH:51]=[CH:50][C:48]([NH2:49])=[CH:47][CH:46]=1)[CH3:43]. The catalyst is ClCCl. The product is [CH3:43][N:42]([CH2:44][C:45]1[CH:46]=[CH:47][C:48]([NH:49][C:28]([CH:9]2[CH:8]([C:4]3[CH:5]=[CH:6][CH:7]=[C:2]([Cl:1])[C:3]=3[F:31])[C:12]([C:15]3[CH:20]=[CH:19][C:18]([Cl:21])=[CH:17][C:16]=3[F:22])([C:13]#[N:14])[CH:11]([CH2:23][C:24]([CH3:25])([CH3:26])[CH3:27])[NH:10]2)=[O:30])=[CH:50][CH:51]=1)[CH3:41]. The yield is 0.700. (5) The reactants are [CH:1]1([C:7]2[C:8]3[CH:26]=[CH:25][C:24]([C:27]([NH:29][C:30]([CH3:45])([CH3:44])[C:31]([NH:33][C:34]4[CH:43]=[CH:42][C:37]([C:38]([O:40]C)=[O:39])=[CH:36][CH:35]=4)=[O:32])=[O:28])=[CH:23][C:9]=3[N:10]3[C:16]=2[C:15]2[CH:17]=[CH:18][C:19]([O:21][CH3:22])=[CH:20][C:14]=2[O:13][CH2:12][CH2:11]3)[CH2:6][CH2:5][CH2:4][CH2:3][CH2:2]1.[OH-].[Na+].Cl. The catalyst is O1CCCC1.CO. The product is [CH:1]1([C:7]2[C:8]3[CH:26]=[CH:25][C:24]([C:27]([NH:29][C:30]([CH3:45])([CH3:44])[C:31]([NH:33][C:34]4[CH:43]=[CH:42][C:37]([C:38]([OH:40])=[O:39])=[CH:36][CH:35]=4)=[O:32])=[O:28])=[CH:23][C:9]=3[N:10]3[C:16]=2[C:15]2[CH:17]=[CH:18][C:19]([O:21][CH3:22])=[CH:20][C:14]=2[O:13][CH2:12][CH2:11]3)[CH2:6][CH2:5][CH2:4][CH2:3][CH2:2]1. The yield is 0.920. (6) The reactants are [F:1][C:2]1[CH:7]=[CH:6][CH:5]=[CH:4][C:3]=1[SH:8].IC.[C:11](=O)([O-])[O-].[K+].[K+].C(O)(=O)CC(CC(O)=O)(C(O)=O)O. The catalyst is CN(C=O)C. The product is [F:1][C:2]1[CH:7]=[CH:6][CH:5]=[CH:4][C:3]=1[S:8][CH3:11]. The yield is 0.600. (7) The reactants are C(OC([N:8]1[CH2:13][CH2:12][C:11]2[N:14]([CH2:25][CH:26]([OH:42])[CH2:27][N:28]3[CH2:33][CH2:32][N:31]([C:34]4[CH:39]=[CH:38][CH:37]=[CH:36][C:35]=4[C:40]#[N:41])[CH2:30][CH2:29]3)[N:15]=[C:16]([C:17]3[CH:22]=[CH:21][C:20]([Cl:23])=[C:19]([CH3:24])[CH:18]=3)[C:10]=2[CH2:9]1)=O)(C)(C)C.C(Cl)Cl. The catalyst is FC(F)(F)C(O)=O. The product is [Cl:23][C:20]1[CH:21]=[CH:22][C:17]([C:16]2[C:10]3[CH2:9][NH:8][CH2:13][CH2:12][C:11]=3[N:14]([CH2:25][CH:26]([OH:42])[CH2:27][N:28]3[CH2:33][CH2:32][N:31]([C:34]4[CH:39]=[CH:38][CH:37]=[CH:36][C:35]=4[C:40]#[N:41])[CH2:30][CH2:29]3)[N:15]=2)=[CH:18][C:19]=1[CH3:24]. The yield is 0.990. (8) The reactants are [Cl:1][C:2]1[C:7]([CH2:8]Cl)=[CH:6][CH:5]=[CH:4][N:3]=1.[C-:10]#[N:11].[Na+]. The catalyst is CS(C)=O. The product is [Cl:1][C:2]1[C:7]([CH2:8][C:10]#[N:11])=[CH:6][CH:5]=[CH:4][N:3]=1. The yield is 0.610. (9) The reactants are [CH3:1][O:2][C:3](=[O:37])[C@@H:4]([NH:14][C:15]([C:17]1[C:18]([CH3:36])=[N:19][C:20]([NH:24][CH2:25][C:26]#[C:27][C:28]2[CH:33]=[CH:32][CH:31]=[C:30]([OH:34])[C:29]=2[CH3:35])=[N:21][C:22]=1[CH3:23])=[O:16])[CH2:5][NH:6][C:7]([C:9]1[S:10][CH:11]=[CH:12][CH:13]=1)=[O:8]. The catalyst is CO.[Pd]. The product is [CH3:1][O:2][C:3](=[O:37])[C@@H:4]([NH:14][C:15]([C:17]1[C:22]([CH3:23])=[N:21][C:20]([NH:24][CH2:25][CH2:26][CH2:27][C:28]2[CH:33]=[CH:32][CH:31]=[C:30]([OH:34])[C:29]=2[CH3:35])=[N:19][C:18]=1[CH3:36])=[O:16])[CH2:5][NH:6][C:7]([C:9]1[S:10][CH:11]=[CH:12][CH:13]=1)=[O:8]. The yield is 0.530.